This data is from Reaction yield outcomes from USPTO patents with 853,638 reactions. The task is: Predict the reaction yield, written as a fraction of the theoretical maximum amount of product (1.0 means a 100% yield; for example, 0.34 means a 34% yield). (1) The reactants are [Cl:1][C:2]1[CH:7]=[CH:6][C:5]([CH:8]2[CH2:12][NH:11][CH2:10][CH:9]2[N:13]([CH3:28])[C:14](=[O:27])[C:15]2[CH:20]=[CH:19][C:18]([O:21][CH3:22])=[C:17]([C:23]([F:26])([F:25])[F:24])[CH:16]=2)=[CH:4][CH:3]=1.[CH3:29][C:30]1([C:33]([N:35]2[CH2:40][CH2:39][CH:38]([C:41](O)=[O:42])[CH2:37][CH2:36]2)=[O:34])[CH2:32][CH2:31]1.F[P-](F)(F)(F)(F)F.N1(OC(N(C)C)=[N+](C)C)C2N=CC=CC=2N=N1.C(N(CC)C(C)C)(C)C. The catalyst is CN(C=O)C.C(OCC)(=O)C. The product is [Cl:1][C:2]1[CH:3]=[CH:4][C:5]([CH:8]2[CH2:12][N:11]([C:41]([CH:38]3[CH2:37][CH2:36][N:35]([C:33]([C:30]4([CH3:29])[CH2:32][CH2:31]4)=[O:34])[CH2:40][CH2:39]3)=[O:42])[CH2:10][CH:9]2[N:13]([CH3:28])[C:14](=[O:27])[C:15]2[CH:20]=[CH:19][C:18]([O:21][CH3:22])=[C:17]([C:23]([F:24])([F:25])[F:26])[CH:16]=2)=[CH:6][CH:7]=1. The yield is 0.720. (2) The reactants are [CH:1]1([CH2:4][O:5][NH:6][C:7]([C:9]2[C:17]([NH:18][C:19]3[CH:24]=[CH:23][C:22]([C:25]#[C:26][Si](C)(C)C)=[CH:21][C:20]=3[CH3:31])=[C:16]([F:32])[C:12]3[N:13]=[CH:14][NH:15][C:11]=3[CH:10]=2)=[O:8])[CH2:3][CH2:2]1.CCCC[N+](CCCC)(CCCC)CCCC.[F-]. The catalyst is O1CCCC1.O. The product is [CH:1]1([CH2:4][O:5][NH:6][C:7]([C:9]2[C:17]([NH:18][C:19]3[CH:24]=[CH:23][C:22]([C:25]#[CH:26])=[CH:21][C:20]=3[CH3:31])=[C:16]([F:32])[C:12]3[N:13]=[CH:14][NH:15][C:11]=3[CH:10]=2)=[O:8])[CH2:3][CH2:2]1. The yield is 0.650. (3) The reactants are Cl[C:2]1[CH:3]=[C:4]([CH:41]=[CH:42][C:43]=1F)[C:5]1[C:10]([C:11]2[CH:20]=[CH:19][C:18]3[C:13](=[CH:14][CH:15]=[C:16]([C:21]4[N:25]([CH:26]5[CH2:31][CH2:30][CH2:29][CH2:28][CH2:27]5)[C:24]5[CH:32]=[CH:33][C:34]([C:36]([OH:38])=[O:37])=[CH:35][C:23]=5[N:22]=4)[CH:17]=3)[N:12]=2)=[CH:9][C:8]([O:39][CH3:40])=[CH:7][CH:6]=1.COC(C1C=C[C:52]2[N:53](C3CCCCC3)[C:54](C3C=C4C(=CC=3)N=C(C3C=C(OC)C=CC=3Br)C=C4)=NC=2C=1)=O.CN(C)C1C=CC(B(O)O)=CC=1. No catalyst specified. The product is [CH:26]1([N:25]2[C:24]3[CH:32]=[CH:33][C:34]([C:36]([OH:38])=[O:37])=[CH:35][C:23]=3[N:22]=[C:21]2[C:16]2[CH:17]=[C:18]3[C:13](=[CH:14][CH:15]=2)[N:12]=[C:11]([C:10]2[C:5]([C:4]4[CH:41]=[CH:42][C:43]([N:53]([CH3:54])[CH3:52])=[CH:2][CH:3]=4)=[CH:6][CH:7]=[C:8]([O:39][CH3:40])[CH:9]=2)[CH:20]=[CH:19]3)[CH2:27][CH2:28][CH2:29][CH2:30][CH2:31]1. The yield is 0.260. (4) The reactants are ClCCl.[Br:4][CH2:5][C:6]1[C:15]([Cl:16])=[CH:14][CH:13]=[CH:12][C:7]=1[C:8](OC)=[O:9].[H-].C([Al+]CC(C)C)C(C)C.CCCCCC.[C@H](O)(C([O-])=O)[C@@H](O)C([O-])=O.[Na+].[K+]. The catalyst is COC(C)(C)C. The product is [Br:4][CH2:5][C:6]1[C:15]([Cl:16])=[CH:14][CH:13]=[CH:12][C:7]=1[CH2:8][OH:9]. The yield is 0.983. (5) The yield is 0.425. The reactants are [Br:1][C:2]1[CH:3]=[C:4]2[C:9](=[CH:10][CH:11]=1)[N:8]=[CH:7][N:6]=[C:5]2[C:12]1[CH:13]=[C:14]([CH:18]=[CH:19][CH:20]=1)[C:15]([OH:17])=O.CN(C(ON1N=NC2C=CC=CC1=2)=[N+](C)C)C.F[P-](F)(F)(F)(F)F.CCN(C(C)C)C(C)C.[CH3:54][C:55]1([CH3:61])[CH2:60][NH:59][CH2:58][CH2:57][NH:56]1. The catalyst is CN(C=O)C. The product is [Br:1][C:2]1[CH:3]=[C:4]2[C:9](=[CH:10][CH:11]=1)[N:8]=[CH:7][N:6]=[C:5]2[C:12]1[CH:13]=[C:14]([C:15]([N:59]2[CH2:58][CH2:57][NH:56][C:55]([CH3:61])([CH3:54])[CH2:60]2)=[O:17])[CH:18]=[CH:19][CH:20]=1.